Predict the reactants needed to synthesize the given product. From a dataset of Full USPTO retrosynthesis dataset with 1.9M reactions from patents (1976-2016). (1) Given the product [OH:4][C:5]1[C:13]2[CH:12]=[C:11]([C:14]([N:17]3[CH2:21][CH2:20][CH2:19][CH2:18]3)=[O:16])[S:10][C:9]=2[CH:8]=[CH:7][CH:6]=1, predict the reactants needed to synthesize it. The reactants are: COC[O:4][C:5]1[C:13]2[CH:12]=[C:11]([C:14]([OH:16])=O)[S:10][C:9]=2[CH:8]=[CH:7][CH:6]=1.[NH:17]1[CH2:21][CH2:20][CH2:19][CH2:18]1.P(C#N)(OCC)(OCC)=O. (2) Given the product [CH:1]1([N:6]2[CH2:12][C:11]([F:13])([F:14])[C:10](=[O:15])[N:9]([CH3:16])[C:8]3=[CH:17][NH:18][CH:19]([NH:21][C:22]4[CH:30]=[CH:29][C:25]([C:26]([NH:72][CH:69]5[CH2:70][CH2:71][O:66][CH2:67][CH2:68]5)=[O:28])=[CH:24][C:23]=4[O:31][CH3:32])[N:20]=[C:7]23)[CH2:5][CH2:4][CH2:3][CH2:2]1, predict the reactants needed to synthesize it. The reactants are: [CH:1]1([N:6]2[CH2:12][C:11]([F:14])([F:13])[C:10](=[O:15])[N:9]([CH3:16])[C:8]3[CH:17]=[N:18][C:19]([NH:21][C:22]4[CH:30]=[CH:29][C:25]([C:26]([OH:28])=O)=[CH:24][C:23]=4[O:31][CH3:32])=[N:20][C:7]2=3)[CH2:5][CH2:4][CH2:3][CH2:2]1.F[P-](F)(F)(F)(F)F.CN(C(N(C)C)=[N+]1C2C(=NC=CC=2)[N+]([O-])=N1)C.C(N(C(C)C)C(C)C)C.[O:66]1[CH2:71][CH2:70][CH:69]([NH2:72])[CH2:68][CH2:67]1.